From a dataset of Forward reaction prediction with 1.9M reactions from USPTO patents (1976-2016). Predict the product of the given reaction. (1) Given the reactants [NH2:1][C:2]1[CH:11]=[CH:10][CH:9]=[C:8]2[C:3]=1[CH:4]=[C:5]([CH3:12])[N:6]=[CH:7]2.[Cl:13][C:14]1[CH:19]=[CH:18][C:17]([CH2:20][N:21]=[C:22]=[O:23])=[CH:16][C:15]=1[Cl:24], predict the reaction product. The product is: [Cl:24][C:15]1[CH:16]=[C:17]([CH:18]=[CH:19][C:14]=1[Cl:13])[CH2:20][NH:21][C:22]([NH:1][C:2]1[CH:11]=[CH:10][CH:9]=[C:8]2[C:3]=1[CH:4]=[C:5]([CH3:12])[N:6]=[CH:7]2)=[O:23]. (2) Given the reactants N[C@@H]1CCN(C2N=C3C(N=CN3[C@@H]3C[C@H](N4N=NC(CC)=N4)[C@@H](O)[C@H]3O)=C(NCC(C3C=CC=CC=3)C3C=CC=CC=3)N=2)C1.[ClH:45].[C:46]1([CH:52]([C:94]2[CH:99]=[CH:98][CH:97]=[CH:96][CH:95]=2)[CH2:53][NH:54][C:55]2[N:63]=[C:62]([N:64]3[CH2:68][CH2:67][C@@H:66]([NH:69][C:70](NCC4C=CC=CN=4)=[O:71])[CH2:65]3)[N:61]=[C:60]3[C:56]=2[N:57]=[CH:58][N:59]3[C@@H:80]2[CH2:84][C@H:83]([N:85]3[N:89]=[N:88][C:87]([CH2:90][CH3:91])=[N:86]3)[C@@H:82]([OH:92])[C@H:81]2[OH:93])[CH:51]=[CH:50][CH:49]=[CH:48][CH:47]=1.[N:100]1[C:109]2[C:104](=[CH:105][CH:106]=[CH:107][CH:108]=2)[C:103]([CH2:110][NH2:111])=[CH:102][CH:101]=1, predict the reaction product. The product is: [ClH:45].[C:94]1([CH:52]([C:46]2[CH:47]=[CH:48][CH:49]=[CH:50][CH:51]=2)[CH2:53][NH:54][C:55]2[N:63]=[C:62]([N:64]3[CH2:68][CH2:67][C@@H:66]([NH:69][C:70]([NH:111][CH2:110][C:103]4[C:104]5[C:109](=[CH:108][CH:107]=[CH:106][CH:105]=5)[N:100]=[CH:101][CH:102]=4)=[O:71])[CH2:65]3)[N:61]=[C:60]3[C:56]=2[N:57]=[CH:58][N:59]3[C@@H:80]2[CH2:84][C@H:83]([N:85]3[N:89]=[N:88][C:87]([CH2:90][CH3:91])=[N:86]3)[C@@H:82]([OH:92])[C@H:81]2[OH:93])[CH:99]=[CH:98][CH:97]=[CH:96][CH:95]=1.